From a dataset of Catalyst prediction with 721,799 reactions and 888 catalyst types from USPTO. Predict which catalyst facilitates the given reaction. (1) Reactant: [NH2:1][CH:2]1[C:8](=[O:9])[NH:7][C:6]2[CH:10]=[CH:11][C:12]([N:14]3[CH2:18][C@H:17]([CH2:19][O:20][C:21](=[O:25])[CH2:22][CH2:23][CH3:24])[O:16][C:15]3=[O:26])=[CH:13][C:5]=2[CH2:4][CH2:3]1.C(N(CC)CC)C.Cl[C:35]([O:37][CH2:38][C:39]1[CH:44]=[CH:43][CH:42]=[CH:41][CH:40]=1)=[O:36]. Product: [CH2:38]([O:37][C:35]([NH:1][CH:2]1[C:8](=[O:9])[NH:7][C:6]2[CH:10]=[CH:11][C:12]([N:14]3[CH2:18][C@H:17]([CH2:19][O:20][C:21](=[O:25])[CH2:22][CH2:23][CH3:24])[O:16][C:15]3=[O:26])=[CH:13][C:5]=2[CH2:4][CH2:3]1)=[O:36])[C:39]1[CH:44]=[CH:43][CH:42]=[CH:41][CH:40]=1. The catalyst class is: 96. (2) Reactant: [NH2:1][C:2]1[C:3]([C:9]#[N:10])=[N:4][C:5](Br)=[CH:6][N:7]=1.[Cl:11][C:12]1[CH:17]=[CH:16][C:15](B(O)O)=[C:14]([F:21])[CH:13]=1.C([O-])([O-])=O.[Na+].[Na+].C(Cl)Cl. Product: [NH2:1][C:2]1[C:3]([C:9]#[N:10])=[N:4][C:5]([C:15]2[CH:16]=[CH:17][C:12]([Cl:11])=[CH:13][C:14]=2[F:21])=[CH:6][N:7]=1. The catalyst class is: 12. (3) Reactant: [NH2:1][CH2:2][C:3]1[CH:4]=[C:5]([CH:9]2[O:14][C:13]3[CH:15]=[CH:16][CH:17]=[C:18]([C:19]#[N:20])[C:12]=3[O:11][CH2:10]2)[CH:6]=[N:7][CH:8]=1.FC(F)(F)C(O)=O.C(N(CC)C(C)C)(C)C.[CH2:37]([S:39](Cl)(=[O:41])=[O:40])[CH3:38]. Product: [C:19]([C:18]1[C:12]2[O:11][CH2:10][CH:9]([C:5]3[CH:4]=[C:3]([CH2:2][NH:1][S:39]([CH2:37][CH3:38])(=[O:41])=[O:40])[CH:8]=[N:7][CH:6]=3)[O:14][C:13]=2[CH:15]=[CH:16][CH:17]=1)#[N:20]. The catalyst class is: 1. (4) Reactant: [NH2:1][C:2]1[C:9]([CH3:10])=[CH:8][C:5]([C:6]#[N:7])=[C:4]([CH2:11][CH3:12])[CH:3]=1.[C:13]([O:16]C(=O)C)(=O)[CH3:14].C([O-])(=O)C.[K+].C1OCCOCCOCCOCCOCCOC1.[N:43](OC(C)(C)C)=O.C(=O)(O)[O-].[Na+]. Product: [C:13]([N:1]1[C:2]2[C:9](=[CH:8][C:5]([C:6]#[N:7])=[C:4]([CH2:11][CH3:12])[CH:3]=2)[CH:10]=[N:43]1)(=[O:16])[CH3:14]. The catalyst class is: 22. (5) Reactant: [CH3:1][O:2][CH2:3][CH2:4][CH2:5][O:6][C:7]1[CH:27]=[CH:26][C:10]([O:11][C:12]2[CH:17]=[C:16]([CH3:18])[C:15]([C:19]3[N:20]=[C:21]([NH2:24])[S:22][CH:23]=3)=[C:14]([CH3:25])[CH:13]=2)=[CH:9][CH:8]=1.C(N(CC)CC)C.Cl.[C:36](Cl)(=[O:43])[C:37]1[CH:42]=[CH:41][N:40]=[CH:39][CH:38]=1. Product: [CH3:1][O:2][CH2:3][CH2:4][CH2:5][O:6][C:7]1[CH:27]=[CH:26][C:10]([O:11][C:12]2[CH:17]=[C:16]([CH3:18])[C:15]([C:19]3[N:20]=[C:21]([NH:24][C:36](=[O:43])[C:37]4[CH:42]=[CH:41][N:40]=[CH:39][CH:38]=4)[S:22][CH:23]=3)=[C:14]([CH3:25])[CH:13]=2)=[CH:9][CH:8]=1. The catalyst class is: 2.